Dataset: Full USPTO retrosynthesis dataset with 1.9M reactions from patents (1976-2016). Task: Predict the reactants needed to synthesize the given product. (1) Given the product [Cl:20][C:15]1[CH:14]=[C:13]([CH:18]=[CH:17][C:16]=1[Cl:19])[CH2:12][CH:11]1[C:10]2[CH:9]=[C:8]([OH:21])[CH:7]=[CH:6][C:5]=2[CH2:4][CH2:3][CH:2]1[N:1]1[CH2:26][CH2:25][CH:24]([F:28])[CH2:23]1, predict the reactants needed to synthesize it. The reactants are: [NH2:1][CH:2]1[CH:11]([CH2:12][C:13]2[CH:18]=[CH:17][C:16]([Cl:19])=[C:15]([Cl:20])[CH:14]=2)[C:10]2[CH:9]=[C:8]([OH:21])[CH:7]=[CH:6][C:5]=2[CH2:4][CH2:3]1.Br[CH2:23][CH:24]([F:28])[CH2:25][CH2:26]Br.C(N(CC)CC)C.O. (2) Given the product [CH3:1][C:2]1[C:10]2[S:9][CH:8]=[CH:7][C:6]=2[CH:5]=[CH:4][C:3]=1[C:11]([NH:14][C:15]1[N:19]([CH3:20])[N:18]=[N:17][N:16]=1)=[O:13], predict the reactants needed to synthesize it. The reactants are: [CH3:1][C:2]1[C:10]2[S:9][CH:8]=[CH:7][C:6]=2[CH:5]=[CH:4][C:3]=1[C:11]([OH:13])=O.[NH2:14][C:15]1[N:19]([CH3:20])[N:18]=[N:17][N:16]=1.C(Cl)(=O)C(Cl)=O. (3) Given the product [CH3:38][O:37][C:35]([C:34]1[C:33]([C:39]([O:41][CH3:42])=[O:40])=[C:16]2[CH:17]=[C:18]([C:21]3[CH:26]=[CH:25][CH:24]=[CH:23][CH:22]=3)[CH:19]=[CH:20][N:15]2[N:14]=1)=[O:36], predict the reactants needed to synthesize it. The reactants are: [N+](C1C=C([N+]([O-])=O)C=CC=1[O-])([O-])=O.[NH2:14][N+:15]1[CH:20]=[CH:19][C:18]([C:21]2[CH:26]=[CH:25][CH:24]=[CH:23][CH:22]=2)=[CH:17][CH:16]=1.C([O-])([O-])=O.[K+].[K+].[C:33]([C:39]([O:41][CH3:42])=[O:40])#[C:34][C:35]([O:37][CH3:38])=[O:36]. (4) Given the product [Br:33][C:5]1[C:6]([F:8])=[CH:7][C:2]([F:1])=[C:3]([C@:9]23[CH2:17][O:16][C@H:15]([CH2:18][F:19])[C@H:14]2[CH2:13][S:12][C:11]([NH2:20])=[N:10]3)[CH:4]=1, predict the reactants needed to synthesize it. The reactants are: [F:1][C:2]1[CH:7]=[C:6]([F:8])[CH:5]=[CH:4][C:3]=1[C@:9]12[CH2:17][O:16][C@H:15]([CH2:18][F:19])[C@H:14]1[CH2:13][S:12][C:11]([NH2:20])=[N:10]2.S(=O)(=O)(O)O.C1C(=O)N([Br:33])C(=O)C1.[OH-].[Na+]. (5) Given the product [Cl:27][C:28]1[CH:34]=[CH:33][C:31]([NH:32][C:2]2[C:3]3[NH:17][N:16]=[CH:15][C:4]=3[N:5]=[C:6]([CH:8]3[CH2:9][CH2:10][N:11]([CH3:14])[CH2:12][CH2:13]3)[N:7]=2)=[CH:30][CH:29]=1, predict the reactants needed to synthesize it. The reactants are: Cl[C:2]1[C:3]2[C:4](=[CH:15][N:16](CC3C=CC(OC)=CC=3)[N:17]=2)[N:5]=[C:6]([CH:8]2[CH2:13][CH2:12][N:11]([CH3:14])[CH2:10][CH2:9]2)[N:7]=1.[Cl:27][C:28]1[CH:34]=[CH:33][C:31]([NH2:32])=[CH:30][CH:29]=1.Cl.